From a dataset of Reaction yield outcomes from USPTO patents with 853,638 reactions. Predict the reaction yield, written as a fraction of the theoretical maximum amount of product (1.0 means a 100% yield; for example, 0.34 means a 34% yield). The reactants are F[C:2]1[CH:7]=[CH:6][CH:5]=[C:4]([F:8])[N:3]=1.[CH3:9][O:10][C:11]1[CH:18]=[CH:17][C:14]([CH2:15][NH2:16])=[CH:13][CH:12]=1.C(N(CC)C(C)C)(C)C.O. The catalyst is CN1CCCC1=O. The product is [F:8][C:4]1[N:3]=[C:2]([NH:16][CH2:15][C:14]2[CH:17]=[CH:18][C:11]([O:10][CH3:9])=[CH:12][CH:13]=2)[CH:7]=[CH:6][CH:5]=1. The yield is 0.748.